Predict the reactants needed to synthesize the given product. From a dataset of Full USPTO retrosynthesis dataset with 1.9M reactions from patents (1976-2016). (1) Given the product [NH2:36][CH2:35][CH2:34][CH2:33][CH2:32][CH2:31][CH2:30][NH:29][C:27]([NH:3][S:18]([C:14]1[CH:15]=[CH:16][CH:17]=[C:12]([CH3:11])[CH:13]=1)(=[O:20])=[O:19])=[O:26], predict the reactants needed to synthesize it. The reactants are: [O-]C#[N:3].[Na+].N1C=CC=CC=1.[CH3:11][C:12]1[CH:13]=[C:14]([S:18](Cl)(=[O:20])=[O:19])[CH:15]=[CH:16][CH:17]=1.C([O:26][C:27]([NH:29][CH2:30][CH2:31][CH2:32][CH2:33][CH2:34][CH2:35][NH2:36])=O)(C)(C)C. (2) Given the product [CH3:21][O:22][CH2:2][C:3]1[S:20][C:6]2[N:7]=[CH:8][N:9]=[C:10]([NH:11][CH2:12][CH2:13][C:14]3[CH:19]=[CH:18][CH:17]=[CH:16][CH:15]=3)[C:5]=2[CH:4]=1, predict the reactants needed to synthesize it. The reactants are: Br[CH2:2][C:3]1[S:20][C:6]2[N:7]=[CH:8][N:9]=[C:10]([NH:11][CH2:12][CH2:13][C:14]3[CH:19]=[CH:18][CH:17]=[CH:16][CH:15]=3)[C:5]=2[CH:4]=1.[CH3:21][O-:22].[Na+].O.